This data is from Peptide-MHC class II binding affinity with 134,281 pairs from IEDB. The task is: Regression. Given a peptide amino acid sequence and an MHC pseudo amino acid sequence, predict their binding affinity value. This is MHC class II binding data. (1) The peptide sequence is FVVFLVAAALGGLAA. The MHC is DRB1_0301 with pseudo-sequence DRB1_0301. The binding affinity (normalized) is 0.369. (2) The peptide sequence is GELQIVDKIDAAFKF. The MHC is DRB1_0401 with pseudo-sequence DRB1_0401. The binding affinity (normalized) is 0.524. (3) The peptide sequence is AHGETVSAVAELIGD. The MHC is HLA-DPA10301-DPB10402 with pseudo-sequence HLA-DPA10301-DPB10402. The binding affinity (normalized) is 0.126.